From a dataset of Peptide-MHC class I binding affinity with 185,985 pairs from IEDB/IMGT. Regression. Given a peptide amino acid sequence and an MHC pseudo amino acid sequence, predict their binding affinity value. This is MHC class I binding data. (1) The peptide sequence is DVCKKNLDL. The MHC is HLA-A02:06 with pseudo-sequence HLA-A02:06. The binding affinity (normalized) is 0.104. (2) The peptide sequence is RVPVSCAVY. The MHC is HLA-B35:01 with pseudo-sequence HLA-B35:01. The binding affinity (normalized) is 0.627. (3) The peptide sequence is TGIAIIAYI. The MHC is HLA-A25:01 with pseudo-sequence HLA-A25:01. The binding affinity (normalized) is 0.0847. (4) The peptide sequence is KSPTIMTRV. The MHC is Mamu-A01 with pseudo-sequence Mamu-A01. The binding affinity (normalized) is 1.00.